Task: Predict the reaction yield, written as a fraction of the theoretical maximum amount of product (1.0 means a 100% yield; for example, 0.34 means a 34% yield).. Dataset: Reaction yield outcomes from USPTO patents with 853,638 reactions The reactants are [CH2:1]([O:8][CH2:9][C:10]([NH:15][C:16]([O:18][C:19]([CH3:22])([CH3:21])[CH3:20])=[O:17])([CH3:14])[C:11]([OH:13])=[O:12])[C:2]1[CH:7]=[CH:6][CH:5]=[CH:4][CH:3]=1.[C:23](OC(=N)C(Cl)(Cl)Cl)([CH3:26])([CH3:25])[CH3:24]. The catalyst is C(Cl)Cl. The product is [C:23]([O:12][C:11](=[O:13])[C:10]([NH:15][C:16]([O:18][C:19]([CH3:22])([CH3:21])[CH3:20])=[O:17])([CH3:14])[CH2:9][O:8][CH2:1][C:2]1[CH:3]=[CH:4][CH:5]=[CH:6][CH:7]=1)([CH3:26])([CH3:25])[CH3:24]. The yield is 0.900.